This data is from Human Reference Interactome with 51,813 positive PPI pairs across 8,248 proteins, plus equal number of experimentally-validated negative pairs. The task is: Binary Classification. Given two protein amino acid sequences, predict whether they physically interact or not. Protein 1 (ENSG00000140265) has sequence MSRKWRGGSDSRGRFRKRAWKTIFGHSLCEGAGSALGEDDTPEIITRVIKCSAGVSGTPAQGCTQEREGKKPRPGTTGADEPKGEAQTFSKERLEQGEPWIPDLLGSKEKELPSGSHIGDRRVHADLLPSKKDRRSWVEQDHWSFEDEKVAGVHWGYEETRTLLAILSQTEFYEALRNCHRNSQVYGAVAERLREYGFLRTLEQCRTKFKGLQKSYRKVKSGHPPETCPFFEEMEALMSAQVIALPSNGLEAAASHSGLVGSDAETEEPGQRGWQHEEGAEEAVAQESDSDDMDLEATPQ.... Protein 2 (ENSG00000140987) has sequence MRDNRAVSLCQQEWMCPGPAQRALYRGATQRKDSHVSLATGVPWGYEETKTLLAILSSSQFYGKLQTCQQNSQIYRAMAEGLWEQGFLRTPEQCRTKFKSLQLSYRKVRRGRVPEPCIFYEEMNALSGSWASAPPMASDAVPGQEGSDIEAGELNHQNGEPTEVEDGTVDGADRDEKDFRNPGQEVRKLDLPVLFPNRLGFEFKNEIKKENLKWDDSEEVEINKALQRKSRGVYWHSELQKGLESEPTSRRQCRNSPGESEEKTPSQEKMSHQSFCARDKACTHILCGKNCSQSVHSPHK.... Result: 1 (the proteins interact).